This data is from Reaction yield outcomes from USPTO patents with 853,638 reactions. The task is: Predict the reaction yield, written as a fraction of the theoretical maximum amount of product (1.0 means a 100% yield; for example, 0.34 means a 34% yield). (1) The reactants are [Br:1][C:2]1[CH:3]=[C:4]([C:9]#[N:10])[C:5](Cl)=[N:6][CH:7]=1.[NH2:11][NH2:12]. The catalyst is CCO. The product is [Br:1][C:2]1[CH:3]=[C:4]2[C:9]([NH2:10])=[N:12][NH:11][C:5]2=[N:6][CH:7]=1. The yield is 1.00. (2) The catalyst is C1COCC1.CCOCC. The reactants are [NH2:1][C:2]1[CH:10]=[CH:9][CH:8]=[C:7]2[C:3]=1[C:4](=[O:20])[N:5]([CH:12]1[CH2:17][CH2:16][C:15](=[O:18])[NH:14][C:13]1=[O:19])[C:6]2=[O:11].[CH:21]1([C:24](Cl)=[O:25])[CH2:23][CH2:22]1.CO. The product is [O:19]=[C:13]1[CH:12]([N:5]2[C:4](=[O:20])[C:3]3[C:7](=[CH:8][CH:9]=[CH:10][C:2]=3[NH:1][C:24]([CH:21]3[CH2:23][CH2:22]3)=[O:25])[C:6]2=[O:11])[CH2:17][CH2:16][C:15](=[O:18])[NH:14]1. The yield is 0.840. (3) The reactants are FC(F)(F)C(O)=O.[Cl:8][C:9]1[CH:14]=[CH:13][C:12](/[CH:15]=[CH:16]/[CH2:17][N:18]2[CH2:23][CH2:22][C:21](=[CH:24]OC)[CH2:20][CH2:19]2)=[CH:11][CH:10]=1.Cl.[C:28]1([CH3:36])[CH:33]=[CH:32][C:31]([NH:34]N)=[CH:30][CH:29]=1.C([SiH](CC)CC)C. The catalyst is C(Cl)(Cl)Cl. The product is [CH3:36][C:28]1[CH:33]=[C:32]2[C:21]3([CH2:22][CH2:23][N:18]([CH2:17]/[CH:16]=[CH:15]/[C:12]4[CH:13]=[CH:14][C:9]([Cl:8])=[CH:10][CH:11]=4)[CH2:19][CH2:20]3)[CH2:24][NH:34][C:31]2=[CH:30][CH:29]=1. The yield is 0.630. (4) The reactants are [C:1]([N:4]1[C:13]2[C:8](=[CH:9][CH:10]=[CH:11][CH:12]=2)[CH:7]([NH:14][C:15]2[CH:20]=[CH:19][C:18]([CH2:21][O:22][Si](C(C)(C)C)(C3C=CC=CC=3)C3C=CC=CC=3)=[CH:17][CH:16]=2)[CH2:6][CH:5]1[CH3:40])(=[O:3])[CH3:2].[F-].C([N+](CCCC)(CCCC)CCCC)CCC. The catalyst is O1CCCC1. The product is [C:1]([N:4]1[C:13]2[C:8](=[CH:9][CH:10]=[CH:11][CH:12]=2)[CH:7]([NH:14][C:15]2[CH:16]=[CH:17][C:18]([CH2:21][OH:22])=[CH:19][CH:20]=2)[CH2:6][CH:5]1[CH3:40])(=[O:3])[CH3:2]. The yield is 0.790. (5) The reactants are [Cl:1][C:2]1[CH:7]=[CH:6][N:5]=[C:4]([CH2:8][C:9]([C:12]2[CH:17]=[CH:16][C:15]([F:18])=[CH:14][CH:13]=2)=[N:10]O)[CH:3]=1.FC(F)(F)C(OC(=O)C(F)(F)F)=O.C(N(CC)CC)C.O. The catalyst is COCCOC.[Fe](Cl)Cl. The product is [Cl:1][C:2]1[CH:7]=[CH:6][N:5]2[N:10]=[C:9]([C:12]3[CH:17]=[CH:16][C:15]([F:18])=[CH:14][CH:13]=3)[CH:8]=[C:4]2[CH:3]=1. The yield is 0.570. (6) The reactants are [Cl:1][C:2]1[CH:3]=[C:4]([C:8]2[O:9][N:10]=[C:11]3[CH:16]=[CH:15][C:14]([CH:17]4OCC[O:18]4)=[CH:13][C:12]=23)[CH:5]=[CH:6][CH:7]=1. The catalyst is Cl.CO. The product is [Cl:1][C:2]1[CH:3]=[C:4]([C:8]2[O:9][N:10]=[C:11]3[CH:16]=[CH:15][C:14]([CH:17]=[O:18])=[CH:13][C:12]=23)[CH:5]=[CH:6][CH:7]=1. The yield is 0.900. (7) The reactants are C[O:2][C:3]([CH:5]1[CH2:9][CH2:8][CH:7]([C:10]2[CH:15]=[CH:14][C:13]([F:16])=[CH:12][CH:11]=2)[N:6]1[S:17]([C:20]1[CH:25]=[CH:24][C:23]([CH3:26])=[CH:22][CH:21]=1)(=[O:19])=[O:18])=[O:4]. The catalyst is [OH-].[K+]. The product is [F:16][C:13]1[CH:14]=[CH:15][C:10]([CH:7]2[N:6]([S:17]([C:20]3[CH:25]=[CH:24][C:23]([CH3:26])=[CH:22][CH:21]=3)(=[O:18])=[O:19])[CH:5]([C:3]([OH:4])=[O:2])[CH2:9][CH2:8]2)=[CH:11][CH:12]=1. The yield is 0.970.